From a dataset of Peptide-MHC class II binding affinity with 134,281 pairs from IEDB. Regression. Given a peptide amino acid sequence and an MHC pseudo amino acid sequence, predict their binding affinity value. This is MHC class II binding data. The binding affinity (normalized) is 0.432. The MHC is HLA-DQA10102-DQB10602 with pseudo-sequence HLA-DQA10102-DQB10602. The peptide sequence is AAATAGTTVYGAWAA.